Dataset: Full USPTO retrosynthesis dataset with 1.9M reactions from patents (1976-2016). Task: Predict the reactants needed to synthesize the given product. (1) Given the product [CH2:1]([CH:8]1[CH2:13][CH2:12][N:11]([C:14]([O:16][C:17]([CH3:20])([CH3:19])[CH3:18])=[O:15])[CH2:10][CH:9]1[CH3:21])[C:2]1[CH:3]=[CH:4][CH:5]=[CH:6][CH:7]=1, predict the reactants needed to synthesize it. The reactants are: [CH:1](=[C:8]1[CH2:13][CH2:12][N:11]([C:14]([O:16][C:17]([CH3:20])([CH3:19])[CH3:18])=[O:15])[CH2:10][CH:9]1[CH3:21])[C:2]1[CH:7]=[CH:6][CH:5]=[CH:4][CH:3]=1. (2) Given the product [F:24][C:22]1([F:25])[CH2:23][C@@H:21]1[CH2:20][O:19][C:17]1[N:16]=[C:15]([N:26]2[CH2:31][CH2:30][CH:29]([C:32]3[C:40]4[C:35](=[N:36][CH:37]=[CH:38][CH:39]=4)[NH:34][N:33]=3)[CH2:28][CH2:27]2)[N:14]=[C:13]([CH:2]([C:1]#[N:5])[C:3]#[N:4])[N:18]=1, predict the reactants needed to synthesize it. The reactants are: [C:1](#[N:5])[CH2:2][C:3]#[N:4].C([O-])([O-])=O.[K+].[K+].Cl[C:13]1[N:18]=[C:17]([O:19][CH2:20][C@H:21]2[CH2:23][C:22]2([F:25])[F:24])[N:16]=[C:15]([N:26]2[CH2:31][CH2:30][CH:29]([C:32]3[C:40]4[C:35](=[N:36][CH:37]=[CH:38][CH:39]=4)[NH:34][N:33]=3)[CH2:28][CH2:27]2)[N:14]=1.C(Cl)Cl. (3) The reactants are: [F:1][C:2]1[CH:3]=[C:4]([NH:10][C:11]2[C:16]([C:17]3[N:22]=[C:21]([CH3:23])[N:20]=[C:19]([N:24](CC4C=CC(OC)=CC=4)CC4C=CC(OC)=CC=4)[N:18]=3)=[CH:15][C:14]([C@H:43]([N:45]3[CH2:50][CH2:49][N:48]([S:51]([CH3:54])(=[O:53])=[O:52])[CH2:47][C@H:46]3[CH3:55])[CH3:44])=[CH:13][N:12]=2)[CH:5]=[N:6][C:7]=1[O:8][CH3:9].FC(F)(F)C(O)=O.FC(F)(F)S(O)(=O)=O. Given the product [F:1][C:2]1[CH:3]=[C:4]([NH:10][C:11]2[C:16]([C:17]3[N:22]=[C:21]([CH3:23])[N:20]=[C:19]([NH2:24])[N:18]=3)=[CH:15][C:14]([C@H:43]([N:45]3[CH2:50][CH2:49][N:48]([S:51]([CH3:54])(=[O:53])=[O:52])[CH2:47][C@H:46]3[CH3:55])[CH3:44])=[CH:13][N:12]=2)[CH:5]=[N:6][C:7]=1[O:8][CH3:9], predict the reactants needed to synthesize it. (4) Given the product [C:1]([O:5][C:6](=[O:7])[NH:8][C@H:9]([CH2:10][OH:11])[CH2:13][CH:14]1[CH2:19][CH2:18][CH2:17][CH2:16][CH2:15]1)([CH3:2])([CH3:4])[CH3:3], predict the reactants needed to synthesize it. The reactants are: [C:1]([O:5][C:6]([NH:8][C@@H:9]([CH2:13][CH:14]1[CH2:19][CH2:18][CH2:17][CH2:16][CH2:15]1)[C:10](O)=[O:11])=[O:7])([CH3:4])([CH3:3])[CH3:2]. (5) Given the product [CH2:67]([O:66][P:58]([O:1][CH2:2][C:3]1[CH:48]=[CH:47][CH:46]=[CH:45][C:4]=1[C:5]([O:7][C@:8]([C:37]1[CH:42]=[CH:41][C:40]([F:43])=[CH:39][C:38]=1[F:44])([CH2:31][N:32]1[CH:36]=[N:35][CH:34]=[N:33]1)[C@H:9]([S:11][C@@H:12]1[CH2:17][O:16][C@@H:15](/[CH:18]=[CH:19]/[CH:20]=[CH:21]/[C:22]2[CH:27]=[CH:26][C:25]([C:28]#[N:29])=[CH:24][C:23]=2[F:30])[O:14][CH2:13]1)[CH3:10])=[O:6])([O:57][CH2:54][CH:55]=[CH2:56])=[O:73])[CH:68]=[CH2:69], predict the reactants needed to synthesize it. The reactants are: [OH:1][CH2:2][C:3]1[CH:48]=[CH:47][CH:46]=[CH:45][C:4]=1[C:5]([O:7][C@:8]([C:37]1[CH:42]=[CH:41][C:40]([F:43])=[CH:39][C:38]=1[F:44])([CH2:31][N:32]1[CH:36]=[N:35][CH:34]=[N:33]1)[C@H:9]([S:11][C@@H:12]1[CH2:17][O:16][C@@H:15](/[CH:18]=[CH:19]/[CH:20]=[CH:21]/[C:22]2[CH:27]=[CH:26][C:25]([C:28]#[N:29])=[CH:24][C:23]=2[F:30])[O:14][CH2:13]1)[CH3:10])=[O:6].N1C=NN=N1.[CH2:54]([O:57][P:58]([O:66][CH2:67][CH:68]=[CH2:69])N(C(C)C)C(C)C)[CH:55]=[CH2:56].C([OH:73])C=C.C(OO)(C)(C)C.C(=O)([O-])O.[Na+].S([O-])([O-])(=O)=S.[Na+].[Na+]. (6) Given the product [NH2:31][C:32]1[C:37]([C:38]#[N:39])=[CH:36][CH:35]=[C:34]([NH:40][CH2:41][CH2:42][NH:43][C:3]2[N:8]3[N:9]=[C:10]([CH:12]4[CH2:13][CH2:14][N:15]([CH:18]5[CH2:20][CH2:19]5)[CH2:16][CH2:17]4)[N:11]=[C:7]3[CH:6]=[C:5]([C:21]3[CH:26]=[CH:25][C:24]([Cl:27])=[CH:23][C:22]=3[Cl:28])[N:4]=2)[N:33]=1, predict the reactants needed to synthesize it. The reactants are: Cl.Cl[C:3]1[N:8]2[N:9]=[C:10]([CH:12]3[CH2:17][CH2:16][N:15]([CH:18]4[CH2:20][CH2:19]4)[CH2:14][CH2:13]3)[N:11]=[C:7]2[CH:6]=[C:5]([C:21]2[CH:26]=[CH:25][C:24]([Cl:27])=[CH:23][C:22]=2[Cl:28])[N:4]=1.Cl.Cl.[NH2:31][C:32]1[C:37]([C:38]#[N:39])=[CH:36][CH:35]=[C:34]([NH:40][CH2:41][CH2:42][NH2:43])[N:33]=1.C(N(CC)C(C)C)(C)C. (7) Given the product [CH3:1][N:2]1[CH2:3][CH2:4][N:5]([CH2:8][CH2:9][CH2:10][NH:11][C:12]2[C:13]([NH2:18])=[CH:14][CH:15]=[CH:16][CH:17]=2)[CH2:6][CH2:7]1, predict the reactants needed to synthesize it. The reactants are: [CH3:1][N:2]1[CH2:7][CH2:6][N:5]([CH2:8][CH2:9][CH2:10][NH:11][C:12]2[CH:17]=[CH:16][CH:15]=[CH:14][C:13]=2[N+:18]([O-])=O)[CH2:4][CH2:3]1.